This data is from Peptide-MHC class I binding affinity with 185,985 pairs from IEDB/IMGT. The task is: Regression. Given a peptide amino acid sequence and an MHC pseudo amino acid sequence, predict their binding affinity value. This is MHC class I binding data. (1) The peptide sequence is SELPDFACS. The MHC is HLA-A02:03 with pseudo-sequence HLA-A02:03. The binding affinity (normalized) is 0. (2) The peptide sequence is MMFDAMGAL. The MHC is HLA-A01:01 with pseudo-sequence HLA-A01:01. The binding affinity (normalized) is 0.138. (3) The peptide sequence is RVRLSMLTV. The MHC is HLA-B58:01 with pseudo-sequence HLA-B58:01. The binding affinity (normalized) is 0.0847. (4) The peptide sequence is GLIYNRMGA. The MHC is HLA-A02:01 with pseudo-sequence HLA-A02:01. The binding affinity (normalized) is 0.102. (5) The peptide sequence is ALLSCIRNA. The MHC is HLA-A02:01 with pseudo-sequence HLA-A02:01. The binding affinity (normalized) is 0.710. (6) The peptide sequence is GDYKLVEI. The MHC is Mamu-A2201 with pseudo-sequence Mamu-A2201. The binding affinity (normalized) is 0. (7) The peptide sequence is MIPLDSISTV. The MHC is Mamu-A01 with pseudo-sequence Mamu-A01. The binding affinity (normalized) is 0.370. (8) The peptide sequence is IGGIRMVDI. The MHC is H-2-Db with pseudo-sequence H-2-Db. The binding affinity (normalized) is 0. (9) The peptide sequence is IEDPPFNSL. The MHC is HLA-A23:01 with pseudo-sequence HLA-A23:01. The binding affinity (normalized) is 0.0513.